From a dataset of Forward reaction prediction with 1.9M reactions from USPTO patents (1976-2016). Predict the product of the given reaction. (1) Given the reactants [Cl:1][C:2]1[CH:7]=[C:6]2[NH:8][C:9](=[O:35])[C:10]3([CH:15]([C:16]4[CH:21]=[CH:20][CH:19]=[C:18]([Cl:22])[CH:17]=4)[CH2:14][C:13](=O)[N:12]([CH2:24][C:25]([O:27][C:28]([CH3:31])([CH3:30])[CH3:29])=[O:26])[CH:11]3[C:32]([CH3:34])=[CH2:33])[C:5]2=[CH:4][CH:3]=1.[CH3:36][O:37][CH:38]([Si:40]([CH3:43])([CH3:42])[CH3:41])[CH3:39].COC1C=CC(P2(=S)SP(=S)(C3C=CC(OC)=CC=3)[S:53]2)=CC=1, predict the reaction product. The product is: [Cl:1][C:2]1[CH:7]=[C:6]2[NH:8][C:9](=[O:35])[C@:10]3([C@H:15]([C:16]4[CH:21]=[CH:20][CH:19]=[C:18]([Cl:22])[CH:17]=4)[CH2:14][C:13](=[S:53])[N:12]([CH2:24][C:25]([O:27][C:28]([CH3:31])([CH3:30])[CH3:29])=[O:26])[C@H:11]3[C:32]([CH3:34])=[CH2:33])[C:5]2=[CH:4][CH:3]=1.[CH3:36][O:37][CH:38]([Si:40]([CH3:43])([CH3:42])[CH3:41])[CH3:39]. (2) Given the reactants [S:1]([N:11]1[CH:15]=[CH:14][CH:13]=[CH:12]1)([C:4]1[CH:10]=[CH:9][C:7]([CH3:8])=[CH:6][CH:5]=1)(=[O:3])=[O:2].[Cl:16][S:17](O)(=[O:19])=[O:18], predict the reaction product. The product is: [S:1]([N:11]1[CH:15]=[CH:14][C:13]([S:17]([Cl:16])(=[O:19])=[O:18])=[CH:12]1)([C:4]1[CH:5]=[CH:6][C:7]([CH3:8])=[CH:9][CH:10]=1)(=[O:2])=[O:3]. (3) Given the reactants FC(F)(F)C(O)=O.C(OC([NH:15][C:16]1[CH:17]=[CH:18][C:19]([C:22]2[N:26]([C:27]3[CH:32]=[N:31][CH:30]=[CH:29][N:28]=3)[N:25]=[C:24]([C:33]([N:35]3[CH2:40][CH2:39][C:38]([F:42])([F:41])[CH2:37][CH2:36]3)=[O:34])[CH:23]=2)=[N:20][CH:21]=1)=O)(C)(C)C, predict the reaction product. The product is: [NH2:15][C:16]1[CH:17]=[CH:18][C:19]([C:22]2[N:26]([C:27]3[CH:32]=[N:31][CH:30]=[CH:29][N:28]=3)[N:25]=[C:24]([C:33]([N:35]3[CH2:36][CH2:37][C:38]([F:42])([F:41])[CH2:39][CH2:40]3)=[O:34])[CH:23]=2)=[N:20][CH:21]=1. (4) Given the reactants [NH2:1][C:2]1[C:3]2[N:4]([C:8]([CH:18]3[CH2:21][CH2:20][CH2:19]3)=[N:9][C:10]=2[C:11]2[CH:12]=[C:13]([OH:17])[CH:14]=[CH:15][CH:16]=2)[CH:5]=[CH:6][N:7]=1.[C:22]([O-:25])([O-])=O.[Cs+].[Cs+].CN([CH:31]=[O:32])C, predict the reaction product. The product is: [CH3:22][O:25][C:31](=[O:32])[C:15]1[CH:14]=[CH:13][CH:12]=[C:11]([CH2:10][O:17][C:13]2[CH:14]=[CH:15][CH:16]=[C:11]([C:10]3[N:9]=[C:8]([CH:18]4[CH2:21][CH2:20][CH2:19]4)[N:4]4[CH:5]=[CH:6][N:7]=[C:2]([NH2:1])[C:3]=34)[CH:12]=2)[CH:16]=1. (5) Given the reactants [N:1]1[CH:6]=[CH:5][C:4]([C:7]2[CH:15]=[CH:14][CH:13]=[C:12]3[C:8]=2[CH2:9][C:10](=[O:16])[NH:11]3)=[CH:3][CH:2]=1.[CH3:17][C:18]1[C:22]([C:23]([N:25]2[CH2:30][CH2:29][N:28]([CH3:31])[CH2:27][CH2:26]2)=[O:24])=[C:21]([CH3:32])[NH:20][C:19]=1[CH:33]=O.N1CCCCC1, predict the reaction product. The product is: [CH3:17][C:18]1[C:22]([C:23]([N:25]2[CH2:26][CH2:27][N:28]([CH3:31])[CH2:29][CH2:30]2)=[O:24])=[C:21]([CH3:32])[NH:20][C:19]=1[CH:33]=[C:9]1[C:8]2[C:12](=[CH:13][CH:14]=[CH:15][C:7]=2[C:4]2[CH:5]=[CH:6][N:1]=[CH:2][CH:3]=2)[NH:11][C:10]1=[O:16]. (6) The product is: [Cl:42][C:26]1[C:25]([C:12]2[CH:11]=[CH:10][C:9]([S:6]([N:4]3[CH2:3][CH:2]([F:1])[CH2:5]3)(=[O:7])=[O:8])=[CH:14][CH:13]=2)=[C:30]([C:31]([F:32])([F:33])[F:34])[CH:29]=[C:28]([NH:35][C:36]2[N:40]=[C:39]([NH2:41])[NH:38][N:37]=2)[CH:27]=1. Given the reactants [F:1][CH:2]1[CH2:5][N:4]([S:6]([C:9]2[CH:14]=[CH:13][C:12](B3OC(C)(C)C(C)(C)O3)=[CH:11][CH:10]=2)(=[O:8])=[O:7])[CH2:3]1.Br[C:25]1[C:30]([C:31]([F:34])([F:33])[F:32])=[CH:29][C:28]([NH:35][C:36]2[N:40]=[C:39]([NH2:41])[NH:38][N:37]=2)=[CH:27][C:26]=1[Cl:42].CN1C(C)(C)CC(SC2C=CC(B3OC(C)(C)C(C)(C)O3)=CC=2)CC1(C)C.C(=O)([O-])[O-].[K+].[K+], predict the reaction product.